Predict the product of the given reaction. From a dataset of Forward reaction prediction with 1.9M reactions from USPTO patents (1976-2016). Given the reactants CC(C1C=C(C(C)C)C(C2C=CC=CC=2P(C2CCCCC2)C2CCCCC2)=C(C(C)C)C=1)C.Cl[C:36]1[N:44]=[C:43]2[C:39]([N:40]=[C:41]([CH2:46][N:47]3[CH2:52][CH2:51][CH:50]([C:53]([OH:56])([CH3:55])[CH3:54])[CH2:49][CH2:48]3)[N:42]2[CH3:45])=[C:38]([N:57]2[CH2:62][CH2:61][O:60][CH2:59][CH2:58]2)[N:37]=1.[F:63][C:64]1[C:65]([N+:71]([O-:73])=[O:72])=[C:66]([NH2:70])[CH:67]=[CH:68][CH:69]=1.C(=O)([O-])[O-].[Cs+].[Cs+], predict the reaction product. The product is: [F:63][C:64]1[C:65]([N+:71]([O-:73])=[O:72])=[C:66]([NH:70][C:36]2[N:44]=[C:43]3[C:39]([N:40]=[C:41]([CH2:46][N:47]4[CH2:52][CH2:51][CH:50]([C:53]([OH:56])([CH3:54])[CH3:55])[CH2:49][CH2:48]4)[N:42]3[CH3:45])=[C:38]([N:57]3[CH2:58][CH2:59][O:60][CH2:61][CH2:62]3)[N:37]=2)[CH:67]=[CH:68][CH:69]=1.